This data is from NCI-60 drug combinations with 297,098 pairs across 59 cell lines. The task is: Regression. Given two drug SMILES strings and cell line genomic features, predict the synergy score measuring deviation from expected non-interaction effect. (1) Drug 1: CC1=C(C=C(C=C1)C(=O)NC2=CC(=CC(=C2)C(F)(F)F)N3C=C(N=C3)C)NC4=NC=CC(=N4)C5=CN=CC=C5. Drug 2: CCN(CC)CCCC(C)NC1=C2C=C(C=CC2=NC3=C1C=CC(=C3)Cl)OC. Cell line: NCI-H322M. Synergy scores: CSS=14.9, Synergy_ZIP=-6.72, Synergy_Bliss=-6.31, Synergy_Loewe=-10.2, Synergy_HSA=-6.23. (2) Drug 1: C1CC(=O)NC(=O)C1N2CC3=C(C2=O)C=CC=C3N. Drug 2: CCC(=C(C1=CC=CC=C1)C2=CC=C(C=C2)OCCN(C)C)C3=CC=CC=C3.C(C(=O)O)C(CC(=O)O)(C(=O)O)O. Cell line: T-47D. Synergy scores: CSS=9.05, Synergy_ZIP=-3.54, Synergy_Bliss=-0.308, Synergy_Loewe=-2.48, Synergy_HSA=1.10. (3) Drug 1: CN(C)N=NC1=C(NC=N1)C(=O)N. Drug 2: CC(C)CN1C=NC2=C1C3=CC=CC=C3N=C2N. Cell line: K-562. Synergy scores: CSS=-6.00, Synergy_ZIP=-2.31, Synergy_Bliss=-8.33, Synergy_Loewe=-11.0, Synergy_HSA=-10.00. (4) Drug 1: C1=C(C(=O)NC(=O)N1)N(CCCl)CCCl. Drug 2: CCC1=C2CN3C(=CC4=C(C3=O)COC(=O)C4(CC)O)C2=NC5=C1C=C(C=C5)O. Cell line: K-562. Synergy scores: CSS=48.8, Synergy_ZIP=-6.20, Synergy_Bliss=-4.81, Synergy_Loewe=-3.00, Synergy_HSA=0.419. (5) Drug 1: C#CCC(CC1=CN=C2C(=N1)C(=NC(=N2)N)N)C3=CC=C(C=C3)C(=O)NC(CCC(=O)O)C(=O)O. Drug 2: CC12CCC3C(C1CCC2OP(=O)(O)O)CCC4=C3C=CC(=C4)OC(=O)N(CCCl)CCCl.[Na+]. Cell line: HL-60(TB). Synergy scores: CSS=13.2, Synergy_ZIP=6.66, Synergy_Bliss=5.61, Synergy_Loewe=0.213, Synergy_HSA=0.0389. (6) Drug 1: CCC1=CC2CC(C3=C(CN(C2)C1)C4=CC=CC=C4N3)(C5=C(C=C6C(=C5)C78CCN9C7C(C=CC9)(C(C(C8N6C)(C(=O)OC)O)OC(=O)C)CC)OC)C(=O)OC.C(C(C(=O)O)O)(C(=O)O)O. Drug 2: C1=NC2=C(N1)C(=S)N=CN2. Cell line: SK-MEL-2. Synergy scores: CSS=54.6, Synergy_ZIP=2.05, Synergy_Bliss=0.590, Synergy_Loewe=-30.9, Synergy_HSA=-2.20.